Dataset: Forward reaction prediction with 1.9M reactions from USPTO patents (1976-2016). Task: Predict the product of the given reaction. (1) Given the reactants [CH:1]1([NH:7][C:8]2[C:9]3[CH2:30][NH:29][CH2:28][CH2:27][C:10]=3[N:11]=[C:12]([NH:14][C:15]3[CH:20]=[CH:19][C:18]([N:21]4[CH:25]=[CH:24][N:23]=[C:22]4[CH3:26])=[CH:17][CH:16]=3)[N:13]=2)[CH2:6][CH2:5][CH2:4][CH2:3][CH2:2]1.[C:31](O)(=O)C.C=O.C([BH3-])#N.[Na+], predict the reaction product. The product is: [CH:1]1([NH:7][C:8]2[C:9]3[CH2:30][N:29]([CH3:31])[CH2:28][CH2:27][C:10]=3[N:11]=[C:12]([NH:14][C:15]3[CH:20]=[CH:19][C:18]([N:21]4[CH:25]=[CH:24][N:23]=[C:22]4[CH3:26])=[CH:17][CH:16]=3)[N:13]=2)[CH2:2][CH2:3][CH2:4][CH2:5][CH2:6]1. (2) Given the reactants [N:1]1[CH:6]=[CH:5][CH:4]=[CH:3][C:2]=1[CH2:7][O:8][C:9]1[CH:16]=[CH:15][C:12]([CH:13]=O)=[CH:11][CH:10]=1.[N+:17]([CH3:20])([O-:19])=[O:18].C([O-])(=O)C.[NH4+], predict the reaction product. The product is: [N+:17](/[CH:20]=[CH:13]/[C:12]1[CH:15]=[CH:16][C:9]([O:8][CH2:7][C:2]2[CH:3]=[CH:4][CH:5]=[CH:6][N:1]=2)=[CH:10][CH:11]=1)([O-:19])=[O:18]. (3) Given the reactants [CH2:1]([O:3][C:4](=[O:29])[C@@H:5](C1C=NC(OC)=CC=1)[CH2:6][N:7]([CH3:20])S(C1C=CC([N+]([O-])=O)=CC=1)(=O)=O)[CH3:2].C([N:32]([CH2:35][CH3:36])[CH2:33][CH3:34])C.SC[C:39](O)=[O:40].[CH2:42](Cl)Cl, predict the reaction product. The product is: [CH2:1]([O:3][C:4](=[O:29])[CH2:5][C@@H:6]([C:36]1[CH:35]=[N:32][C:33]([O:40][CH3:39])=[CH:34][CH:42]=1)[NH:7][CH3:20])[CH3:2]. (4) Given the reactants [NH2:1][C:2]1[CH:9]=[CH:8][C:7]([Br:10])=[CH:6][C:3]=1[C:4]#[N:5].[OH-:11].[Na+].OO, predict the reaction product. The product is: [NH2:1][C:2]1[CH:9]=[CH:8][C:7]([Br:10])=[CH:6][C:3]=1[C:4]([NH2:5])=[O:11]. (5) Given the reactants [CH2:1]([CH:3]1[N:12]2[C:7](=[CH:8][C:9](=[O:18])[C:10]([C:13]([O:15]CC)=[O:14])=[CH:11]2)[C:6]2[CH:19]=[C:20]([O:28][CH3:29])[C:21]([O:23][CH2:24][CH2:25][S:26][CH3:27])=[CH:22][C:5]=2[CH2:4]1)[CH3:2].O[Li].O, predict the reaction product. The product is: [CH2:1]([CH:3]1[N:12]2[C:7](=[CH:8][C:9](=[O:18])[C:10]([C:13]([OH:15])=[O:14])=[CH:11]2)[C:6]2[CH:19]=[C:20]([O:28][CH3:29])[C:21]([O:23][CH2:24][CH2:25][S:26][CH3:27])=[CH:22][C:5]=2[CH2:4]1)[CH3:2]. (6) The product is: [ClH:62].[ClH:62].[NH2:7][C@@H:8]1[C@@H:25]([N:26]2[CH2:30][C@@H:29]([CH2:31][F:32])[CH2:28][C:27]2=[O:33])[CH2:24][N:11]2[CH2:12][CH2:13][C:14]3[C:19]([C@@H:10]2[CH2:9]1)=[CH:18][C:17]([O:20][CH3:21])=[C:16]([O:22][CH3:23])[CH:15]=3. Given the reactants C(OC(=O)[NH:7][C@@H:8]1[C@@H:25]([N:26]2[CH2:30][C@@H:29]([CH2:31][F:32])[CH2:28][C:27]2=[O:33])[CH2:24][N:11]2[CH2:12][CH2:13][C:14]3[C:19]([C@@H:10]2[CH2:9]1)=[CH:18][C:17]([O:20][CH3:21])=[C:16]([O:22][CH3:23])[CH:15]=3)(C)(C)C.N[C@@H]1[C@@H](N2C[C@@H](CF)CC2=O)CN2CCC3C([C@@H]2C1)=CC(OC)=C(OC)C=3.[ClH:62], predict the reaction product. (7) Given the reactants [CH3:1][N:2]1[CH2:7][CH2:6][NH:5][CH2:4][CH2:3]1.C[Al](C)C.CCCCCCC.C[O:20][C:21](=O)[C:22]1[CH:27]=[CH:26][C:25]([CH2:28][OH:29])=[CH:24][CH:23]=1, predict the reaction product. The product is: [CH3:1][N:2]1[CH2:7][CH2:6][N:5]([C:21]([C:22]2[CH:27]=[CH:26][C:25]([CH2:28][OH:29])=[CH:24][CH:23]=2)=[O:20])[CH2:4][CH2:3]1. (8) Given the reactants [CH2:1]([S:5](Cl)(=[O:7])=[O:6])[CH2:2][CH2:3][CH3:4].Cl.[N:10]1[C:19]2[CH2:18][CH2:17][NH:16][CH2:15][C:14]=2[CH:13]=[CH:12][C:11]=1[C:20]([O:22][CH3:23])=[O:21], predict the reaction product. The product is: [CH2:1]([S:5]([N:16]1[CH2:17][CH2:18][C:19]2[N:10]=[C:11]([C:20]([O:22][CH3:23])=[O:21])[CH:12]=[CH:13][C:14]=2[CH2:15]1)(=[O:7])=[O:6])[CH2:2][CH2:3][CH3:4]. (9) Given the reactants [Cl:1][C:2]1[CH:17]=[C:16]([Cl:18])[CH:15]=[CH:14][C:3]=1[O:4][C:5]1[CH:13]=[CH:12][CH:11]=[CH:10][C:6]=1[C:7]([OH:9])=O.Cl.CN(C)CCCN=C=NCC.C(N(CC)CC)C.[C:38]([O:42][C:43]([N:45]1[CH2:50][CH2:49][CH:48]([NH2:51])[CH2:47][CH2:46]1)=[O:44])([CH3:41])([CH3:40])[CH3:39], predict the reaction product. The product is: [C:38]([O:42][C:43]([N:45]1[CH2:50][CH2:49][CH:48]([NH:51][C:7](=[O:9])[C:6]2[CH:10]=[CH:11][CH:12]=[CH:13][C:5]=2[O:4][C:3]2[CH:14]=[CH:15][C:16]([Cl:18])=[CH:17][C:2]=2[Cl:1])[CH2:47][CH2:46]1)=[O:44])([CH3:41])([CH3:39])[CH3:40].